Dataset: Catalyst prediction with 721,799 reactions and 888 catalyst types from USPTO. Task: Predict which catalyst facilitates the given reaction. Reactant: Br[C:2]1[CH:3]=[CH:4][C:5](=[O:8])[NH:6][CH:7]=1.[C:9]1(B(O)O)[CH:14]=[CH:13][CH:12]=[CH:11][CH:10]=1.C(=O)([O-])[O-].[Na+].[Na+]. Product: [C:9]1([C:2]2[CH:3]=[CH:4][C:5](=[O:8])[NH:6][CH:7]=2)[CH:14]=[CH:13][CH:12]=[CH:11][CH:10]=1. The catalyst class is: 206.